This data is from Forward reaction prediction with 1.9M reactions from USPTO patents (1976-2016). The task is: Predict the product of the given reaction. (1) Given the reactants C(OC([N:8]1[C:17]2[C:12](=[CH:13][CH:14]=[CH:15][CH:16]=2)[C:11](=[O:18])[CH2:10][C:9]1([CH3:20])[CH3:19])=O)(C)(C)C.I[CH2:22][CH3:23].[H-].[Na+].C(O)(C(F)(F)F)=O.[OH-].[Na+], predict the reaction product. The product is: [CH2:22]([CH:10]1[C:11](=[O:18])[C:12]2[C:17](=[CH:16][CH:15]=[CH:14][CH:13]=2)[NH:8][C:9]1([CH3:19])[CH3:20])[CH3:23]. (2) Given the reactants C([O:3][C:4](=[O:43])[C:5]([CH3:42])([CH3:41])[CH2:6][C:7]1[N:8]([CH2:33][C:34]2[CH:39]=[CH:38][C:37]([Cl:40])=[CH:36][CH:35]=2)[C:9]2[C:14]([C:15]=1[S:16][C:17]([CH3:20])([CH3:19])[CH3:18])=[CH:13][C:12]([O:21][CH2:22][C@@H:23]1[CH2:27][CH2:26][CH2:25][N:24]1[C:28](=[O:32])[CH:29]([CH3:31])[CH3:30])=[CH:11][CH:10]=2)C.C1COCC1.[OH-].[Li+].C(O)(=O)CC(CC(O)=O)(C(O)=O)O, predict the reaction product. The product is: [C:17]([S:16][C:15]1[C:14]2[C:9](=[CH:10][CH:11]=[C:12]([O:21][CH2:22][C@@H:23]3[CH2:27][CH2:26][CH2:25][N:24]3[C:28](=[O:32])[CH:29]([CH3:31])[CH3:30])[CH:13]=2)[N:8]([CH2:33][C:34]2[CH:39]=[CH:38][C:37]([Cl:40])=[CH:36][CH:35]=2)[C:7]=1[CH2:6][C:5]([CH3:42])([CH3:41])[C:4]([OH:43])=[O:3])([CH3:18])([CH3:19])[CH3:20]. (3) The product is: [Br:1][C:2]1[CH:7]=[CH:6][C:5]([C:8]2[C:10]([C:12]3[CH:17]=[CH:16][C:15]([Br:18])=[CH:14][CH:13]=3)=[N:26][C:19]3[C:20](=[CH:21][CH:22]=[CH:23][CH:24]=3)[N:25]=2)=[CH:4][CH:3]=1. Given the reactants [Br:1][C:2]1[CH:7]=[CH:6][C:5]([C:8]([C:10]([C:12]2[CH:17]=[CH:16][C:15]([Br:18])=[CH:14][CH:13]=2)=O)=O)=[CH:4][CH:3]=1.[C:19]1([NH2:26])[CH:24]=[CH:23][CH:22]=[CH:21][C:20]=1[NH2:25].C(Cl)(Cl)Cl, predict the reaction product. (4) Given the reactants [CH2:1]([N:8]([CH3:15])[CH2:9][CH2:10][O:11][CH2:12][CH2:13][OH:14])[C:2]1[CH:7]=[CH:6][CH:5]=[CH:4][CH:3]=1.[OH-].[Na+].Br[CH2:19][C:20]([O:22]C(C)(C)C)=[O:21].CO, predict the reaction product. The product is: [CH2:1]([N:8]([CH3:15])[CH2:9][CH2:10][O:11][CH2:12][CH2:13][O:14][CH2:19][C:20]([OH:22])=[O:21])[C:2]1[CH:7]=[CH:6][CH:5]=[CH:4][CH:3]=1.